Dataset: Forward reaction prediction with 1.9M reactions from USPTO patents (1976-2016). Task: Predict the product of the given reaction. (1) Given the reactants [CH2:1]([NH:8][C@@H:9]([CH2:12][CH2:13][OH:14])[CH2:10][OH:11])[C:2]1[CH:7]=[CH:6][CH:5]=[CH:4][CH:3]=1.C(N(CC)CC)C.[Cl:22][CH:23]([CH3:27])[C:24](Cl)=[O:25], predict the reaction product. The product is: [CH2:1]([N:8]([C@@H:9]([CH2:12][CH2:13][OH:14])[CH2:10][OH:11])[C:24](=[O:25])[CH:23]([Cl:22])[CH3:27])[C:2]1[CH:7]=[CH:6][CH:5]=[CH:4][CH:3]=1. (2) The product is: [Cl:1][C:2]1[CH:7]=[CH:6][CH:5]=[CH:4][C:3]=1[N:8]1[C:12]([C:13]2[CH:21]=[CH:20][C:16]([C:17]([N:27]([CH3:28])[CH3:26])=[O:18])=[CH:15][CH:14]=2)=[CH:11][C:10]([C:22]([F:25])([F:24])[F:23])=[N:9]1. Given the reactants [Cl:1][C:2]1[CH:7]=[CH:6][CH:5]=[CH:4][C:3]=1[N:8]1[C:12]([C:13]2[CH:21]=[CH:20][C:16]([C:17](Cl)=[O:18])=[CH:15][CH:14]=2)=[CH:11][C:10]([C:22]([F:25])([F:24])[F:23])=[N:9]1.[CH3:26][NH:27][CH3:28].C(N(CC)C(C)C)(C)C, predict the reaction product. (3) Given the reactants [CH3:1][C@H:2]([OH:6])[CH2:3][CH2:4][CH3:5].C(N(CC)CC)C.[CH3:14][S:15](Cl)(=[O:17])=[O:16].[Cl-].[Na+].C(=O)([O-])O.[Na+], predict the reaction product. The product is: [CH3:14][S:15]([O:6][C@H:2]([CH2:3][CH2:4][CH3:5])[CH3:1])(=[O:17])=[O:16].